Task: Regression. Given a peptide amino acid sequence and an MHC pseudo amino acid sequence, predict their binding affinity value. This is MHC class II binding data.. Dataset: Peptide-MHC class II binding affinity with 134,281 pairs from IEDB (1) The binding affinity (normalized) is 0.246. The peptide sequence is IGSRGRRSCRAARRP. The MHC is DRB3_0101 with pseudo-sequence DRB3_0101. (2) The peptide sequence is LWQLNGRLEYCLKDR. The MHC is DRB3_0101 with pseudo-sequence DRB3_0101. The binding affinity (normalized) is 0.185. (3) The peptide sequence is SPPVVSFRETVLDKS. The MHC is DRB1_1101 with pseudo-sequence DRB1_1101. The binding affinity (normalized) is 0.141. (4) The peptide sequence is IIFSQNMNIKLKMPL. The MHC is DRB1_1302 with pseudo-sequence DRB1_1302. The binding affinity (normalized) is 0.751. (5) The peptide sequence is EKKYLAATQFEPLAA. The MHC is HLA-DQA10501-DQB10301 with pseudo-sequence HLA-DQA10501-DQB10301. The binding affinity (normalized) is 0.213.